From a dataset of Reaction yield outcomes from USPTO patents with 853,638 reactions. Predict the reaction yield, written as a fraction of the theoretical maximum amount of product (1.0 means a 100% yield; for example, 0.34 means a 34% yield). (1) The reactants are [C:1]([O:5][C:6](=[O:25])[NH:7][CH:8]1[CH2:11][C:10]2([CH2:14][C:13](=[C:15]3[C:23]4[C:18](=[CH:19][CH:20]=[CH:21][CH:22]=4)[C:17](=O)[O:16]3)[CH2:12]2)[CH2:9]1)([CH3:4])([CH3:3])[CH3:2].[NH2:26][NH2:27]. The catalyst is O1CCOCC1. The product is [O:16]=[C:17]1[C:18]2[C:23](=[CH:22][CH:21]=[CH:20][CH:19]=2)[C:15]([CH:13]2[CH2:14][C:10]3([CH2:11][CH:8]([NH:7][C:6](=[O:25])[O:5][C:1]([CH3:4])([CH3:3])[CH3:2])[CH2:9]3)[CH2:12]2)=[N:27][NH:26]1. The yield is 0.560. (2) The reactants are Cl[C:2]1[CH:3]2[C:10]([I:11])=[CH:9][N:8]([CH:12]([CH3:14])[CH3:13])[CH:4]2[N:5]=[CH:6][N:7]=1.[CH3:15][NH2:16]. The catalyst is C1COCC1. The product is [I:11][C:10]1[CH:3]2[CH:4]([N:5]=[CH:6][N:7]=[C:2]2[NH:16][CH3:15])[N:8]([CH:12]([CH3:14])[CH3:13])[CH:9]=1. The yield is 0.850. (3) The reactants are [CH3:1][O:2][C:3](=[O:42])[C:4]1[CH:9]=[CH:8][C:7]([N:10]2[CH:14]=[C:13]([C:15]3[CH:20]=[CH:19][C:18]([Cl:21])=[CH:17][C:16]=3[Cl:22])[N:12]=[C:11]2[CH2:23][C:24]2[CH:29]=[CH:28][C:27]([C:30]3[CH:35]=[CH:34][C:33]([OH:36])=[CH:32][CH:31]=3)=[CH:26][CH:25]=2)=[CH:6][C:5]=1[NH:37][S:38]([CH3:41])(=[O:40])=[O:39].[C:43]([C:47]1[CH:52]=[CH:51][C:50](B(O)O)=[CH:49][CH:48]=1)([CH3:46])([CH3:45])[CH3:44]. No catalyst specified. The product is [CH3:1][O:2][C:3](=[O:42])[C:4]1[CH:9]=[CH:8][C:7]([N:10]2[CH:14]=[C:13]([C:15]3[CH:20]=[CH:19][C:18]([Cl:21])=[CH:17][C:16]=3[Cl:22])[N:12]=[C:11]2[CH2:23][C:24]2[CH:25]=[CH:26][C:27]([C:30]3[CH:35]=[CH:34][C:33]([O:36][C:50]4[CH:51]=[CH:52][C:47]([C:43]([CH3:46])([CH3:45])[CH3:44])=[CH:48][CH:49]=4)=[CH:32][CH:31]=3)=[CH:28][CH:29]=2)=[CH:6][C:5]=1[NH:37][S:38]([CH3:41])(=[O:39])=[O:40]. The yield is 0.640. (4) The reactants are [CH3:1][N:2]1[C:10]2[C:5](=[CH:6][CH:7]=[CH:8][CH:9]=2)[C:4]([C:11]([OH:13])=O)=[CH:3]1.[CH3:14][O:15][C:16]1[C:29]2[CH2:28][CH2:27][C@H:26]3[C@H:21]([CH2:22][CH2:23][CH2:24][NH:25]3)[C:20]=2[CH:19]=[CH:18][CH:17]=1. No catalyst specified. The product is [CH3:14][O:15][C:16]1[C:29]2[CH2:28][CH2:27][C@H:26]3[C@H:21]([CH2:22][CH2:23][CH2:24][N:25]3[C:11]([C:4]3[C:5]4[C:10](=[CH:9][CH:8]=[CH:7][CH:6]=4)[N:2]([CH3:1])[CH:3]=3)=[O:13])[C:20]=2[CH:19]=[CH:18][CH:17]=1. The yield is 0.820. (5) The reactants are Br[C:2]1[C:3]2[C:4]3[CH:17]=[CH:16][S:15][C:5]=3[C:6](=[O:14])[NH:7][C:8]=2[CH:9]=[CH:10][C:11]=1[O:12][CH3:13].CC1(C)C(C)(C)OB([C:26]2[CH:31]=[CH:30][C:29]([C@@H:32]([CH3:42])[CH2:33][NH:34][C:35](=[O:41])[O:36][C:37]([CH3:40])([CH3:39])[CH3:38])=[CH:28][CH:27]=2)O1. No catalyst specified. The yield is 0.480. The product is [CH3:13][O:12][C:11]1[CH:10]=[CH:9][C:8]2[NH:7][C:6](=[O:14])[C:5]3[S:15][CH:16]=[CH:17][C:4]=3[C:3]=2[C:2]=1[C:26]1[CH:27]=[CH:28][C:29]([C@@H:32]([CH3:42])[CH2:33][NH:34][C:35](=[O:41])[O:36][C:37]([CH3:39])([CH3:38])[CH3:40])=[CH:30][CH:31]=1. (6) The reactants are [Br:1][C:2]1[N:6]=[C:5](SC)[S:4][N:3]=1.[CH:9]1C=C(Cl)C=C(C(OO)=O)C=1.[S:20]([O-:23])([O-])=[O:21].[Na+].[Na+].O. The catalyst is ClCCl. The product is [Br:1][C:2]1[N:6]=[C:5]([S:20]([CH3:9])(=[O:23])=[O:21])[S:4][N:3]=1. The yield is 0.632.